Dataset: Peptide-MHC class I binding affinity with 185,985 pairs from IEDB/IMGT. Task: Regression. Given a peptide amino acid sequence and an MHC pseudo amino acid sequence, predict their binding affinity value. This is MHC class I binding data. (1) The peptide sequence is LSDAARLFL. The MHC is HLA-C04:01 with pseudo-sequence HLA-C04:01. The binding affinity (normalized) is 0.0847. (2) The peptide sequence is GYWHLTPEKGW. The MHC is Mamu-B52 with pseudo-sequence Mamu-B52. The binding affinity (normalized) is 0.159. (3) The peptide sequence is ITWPRTRHW. The MHC is HLA-A03:01 with pseudo-sequence HLA-A03:01. The binding affinity (normalized) is 0.0847.